From a dataset of Reaction yield outcomes from USPTO patents with 853,638 reactions. Predict the reaction yield, written as a fraction of the theoretical maximum amount of product (1.0 means a 100% yield; for example, 0.34 means a 34% yield). (1) The reactants are [F:1][C:2]([F:19])([F:18])[C:3]1[CH:4]=[C:5]([C:9]2[CH:14]=[CH:13][CH:12]=[C:11]([CH2:15][CH2:16][OH:17])[CH:10]=2)[CH:6]=[CH:7][CH:8]=1. The catalyst is CC#N. The product is [F:1][C:2]([F:18])([F:19])[C:3]1[CH:4]=[C:5]([C:9]2[CH:14]=[CH:13][CH:12]=[C:11]([CH2:15][CH:16]=[O:17])[CH:10]=2)[CH:6]=[CH:7][CH:8]=1. The yield is 0.670. (2) The reactants are C(OC([N:8]1[CH2:13][CH2:12][C:11]2[N:14](COCC[Si](C)(C)C)[N:15]=[C:16]([C:17]3[N:18]=[C:19]([CH3:22])[S:20][CH:21]=3)[C:10]=2[CH2:9]1)=O)(C)(C)C.O1CCOCC1. No catalyst specified. The product is [CH3:22][C:19]1[S:20][CH:21]=[C:17]([C:16]2[C:10]3[CH2:9][NH:8][CH2:13][CH2:12][C:11]=3[NH:14][N:15]=2)[N:18]=1. The yield is 0.774. (3) The reactants are [C:1]([C:5]1[CH:10]=[CH:9][C:8]([N+:11]([O-])=O)=[CH:7][C:6]=1[O:14][CH3:15])([CH3:4])([CH3:3])[CH3:2].C([O-])=O.[K+]. The catalyst is CCO.O.[Pd]. The product is [C:1]([C:5]1[CH:10]=[CH:9][C:8]([NH2:11])=[CH:7][C:6]=1[O:14][CH3:15])([CH3:4])([CH3:2])[CH3:3]. The yield is 0.720. (4) The reactants are O[CH:2]1[C:11]2[C:6](=[CH:7][CH:8]=[C:9]([C:12]([O:14][CH3:15])=[O:13])[CH:10]=2)[NH:5][CH:4]([C:16]2[CH:21]=[CH:20][CH:19]=[C:18]([O:22][C:23]([CH3:29])([CH3:28])[C:24]([O:26][CH3:27])=[O:25])[CH:17]=2)[C:3]1([CH3:31])[CH3:30].C([SiH](CC)CC)C.FC(F)(F)C(O)=O.C(=O)([O-])[O-].[Na+].[Na+]. The catalyst is ClCCl. The product is [CH3:27][O:26][C:24](=[O:25])[C:23]([CH3:29])([O:22][C:18]1[CH:17]=[C:16]([CH:4]2[C:3]([CH3:31])([CH3:30])[CH2:2][C:11]3[C:6](=[CH:7][CH:8]=[C:9]([C:12]([O:14][CH3:15])=[O:13])[CH:10]=3)[NH:5]2)[CH:21]=[CH:20][CH:19]=1)[CH3:28]. The yield is 0.470. (5) The reactants are C(N1C=CN=C1)(N1C=CN=C1)=O.[CH:13]1([C:19]2[C:20]3[CH:21]=[CH:22][C:23]([C:43]([OH:45])=O)=[CH:24][C:25]=3[N:26]3[CH2:32][C:31]([C:33]([O:35][CH3:36])=[O:34])=[CH:30][C:29]4[CH:37]=[C:38]([O:41][CH3:42])[CH:39]=[CH:40][C:28]=4[C:27]=23)[CH2:18][CH2:17][CH2:16][CH2:15][CH2:14]1.[S:46]([NH2:50])([NH2:49])(=[O:48])=[O:47].C1CCN2C(=NCCC2)CC1. The catalyst is C1COCC1.CCOC(C)=O.C(Cl)Cl. The product is [NH2:49][S:46]([NH:50][C:43]([C:23]1[CH:22]=[CH:21][C:20]2[C:19]([CH:13]3[CH2:14][CH2:15][CH2:16][CH2:17][CH2:18]3)=[C:27]3[C:28]4[CH:40]=[CH:39][C:38]([O:41][CH3:42])=[CH:37][C:29]=4[CH:30]=[C:31]([C:33]([O:35][CH3:36])=[O:34])[CH2:32][N:26]3[C:25]=2[CH:24]=1)=[O:45])(=[O:48])=[O:47]. The yield is 0.910. (6) The reactants are [NH2:1][C@@H:2]1[CH2:7][CH2:6][N:5]([C:8]([O:10][C:11]([CH3:14])([CH3:13])[CH3:12])=[O:9])[CH2:4][C@H:3]1[NH:15][C:16]([O:18][CH2:19][C:20]1[CH:25]=[CH:24][CH:23]=[CH:22][CH:21]=1)=[O:17].[Cl:26][C:27]1[N:28]=[C:29]([C:34](O)=[O:35])[NH:30][C:31]=1[CH2:32][CH3:33].CCN=C=NCCCN(C)C.Cl.C1C=CC2N(O)N=NC=2C=1. No catalyst specified. The product is [CH2:19]([O:18][C:16]([NH:15][C@H:3]1[C@H:2]([NH:1][C:34]([C:29]2[NH:30][C:31]([CH2:32][CH3:33])=[C:27]([Cl:26])[N:28]=2)=[O:35])[CH2:7][CH2:6][N:5]([C:8]([O:10][C:11]([CH3:14])([CH3:13])[CH3:12])=[O:9])[CH2:4]1)=[O:17])[C:20]1[CH:25]=[CH:24][CH:23]=[CH:22][CH:21]=1. The yield is 0.690. (7) The reactants are [F:1][C:2]1[CH:3]=[C:4]([C:8]2[O:12][N:11]=[C:10]([C:13]([NH:15][NH2:16])=[O:14])[CH:9]=2)[CH:5]=[CH:6][CH:7]=1.Cl.[N:18]([O-])=O.[Na+]. The catalyst is O. The product is [F:1][C:2]1[CH:3]=[C:4]([C:8]2[O:12][N:11]=[C:10]([C:13]([N:15]=[N+:16]=[N-:18])=[O:14])[CH:9]=2)[CH:5]=[CH:6][CH:7]=1. The yield is 0.850.